This data is from Forward reaction prediction with 1.9M reactions from USPTO patents (1976-2016). The task is: Predict the product of the given reaction. (1) The product is: [ClH:48].[C:29]12([CH2:39][NH:40][C:41](=[O:50])[C:42]3[C:47]([Cl:48])=[CH:46][N:45]=[C:44]([CH2:3][CH2:2][CH2:1][NH:4][CH2:5][CH3:12])[CH:43]=3)[CH2:38][CH:33]3[CH2:34][CH:35]([CH2:37][CH:31]([CH2:32]3)[CH2:30]1)[CH2:36]2. Given the reactants [CH2:1]([NH:4][C:5](=O)OC(C)(C)C)[CH:2]=[CH2:3].[CH3:12]CCCCCCCC.P([O-])([O-])([O-])=O.[K+].[K+].[K+].[C:29]12([CH2:39][NH:40][C:41](=[O:50])[C:42]3[C:47]([Cl:48])=[CH:46][N:45]=[C:44](Br)[CH:43]=3)[CH2:38][CH:33]3[CH2:34][CH:35]([CH2:37][CH:31]([CH2:32]3)[CH2:30]1)[CH2:36]2, predict the reaction product. (2) Given the reactants N[C:2]1[CH:3]=[C:4]2[C:9](=[CH:10][CH:11]=1)[N:8]=[CH:7][CH:6]=[CH:5]2.N([O-])=O.[Na+].C(OCC)C.[F:21][B-](F)(F)F.[H+], predict the reaction product. The product is: [F:21][C:2]1[CH:3]=[C:4]2[C:9](=[CH:10][CH:11]=1)[N:8]=[CH:7][CH:6]=[CH:5]2. (3) Given the reactants [NH2:1][C@H:2]([CH2:6][C@H:7]([NH:23][C:24]([C:26]1[NH:27][N:28]=[N:29][CH:30]=1)=[O:25])[CH2:8][C:9]1[CH:14]=[CH:13][C:12]([C:15]2[CH:20]=[C:19]([Cl:21])[CH:18]=[CH:17][C:16]=2[F:22])=[CH:11][CH:10]=1)[C:3]([OH:5])=[O:4].[CH2:31](O)[CH2:32][CH2:33][CH2:34][CH2:35][CH3:36].Cl.O1CCOCC1, predict the reaction product. The product is: [CH2:31]([O:4][C:3](=[O:5])[C@H:2]([NH2:1])[CH2:6][C@H:7]([NH:23][C:24]([C:26]1[NH:27][N:28]=[N:29][CH:30]=1)=[O:25])[CH2:8][C:9]1[CH:10]=[CH:11][C:12]([C:15]2[CH:20]=[C:19]([Cl:21])[CH:18]=[CH:17][C:16]=2[F:22])=[CH:13][CH:14]=1)[CH2:32][CH2:33][CH2:34][CH2:35][CH3:36]. (4) Given the reactants Br[C:2]1[CH:3]=[C:4]([C:9]2[N:14]=[C:13]([C:15]3[CH:20]=[CH:19][CH:18]=[CH:17][CH:16]=3)[N:12]=[C:11]([C:21]3[CH:26]=[CH:25][CH:24]=[CH:23][CH:22]=3)[N:10]=2)[CH:5]=[C:6](Br)[CH:7]=1.[C:27]1([CH3:33])[CH:32]=[CH:31][CH:30]=[CH:29][CH:28]=1.[C:43](P([C:43]([CH3:46])([CH3:45])[CH3:44])[C:43]([CH3:46])([CH3:45])[CH3:44])([CH3:46])([CH3:45])[CH3:44].[OH-].[Na+], predict the reaction product. The product is: [CH:31]1[C:32]2[C:27](=[CH:33][C:16]3[C:15]([C:13]=2[C:6]2[CH:5]=[C:4]([C:9]4[N:14]=[C:13]([C:15]5[CH:16]=[CH:17][CH:18]=[CH:19][CH:20]=5)[N:12]=[C:11]([C:21]5[CH:22]=[CH:23][CH:24]=[CH:25][CH:26]=5)[N:10]=4)[CH:3]=[C:2]([C:46]4[C:5]5[C:4]([CH:9]=[C:44]6[C:43]=4[CH:45]=[CH:22][CH:21]=[CH:11]6)=[CH:3][CH:2]=[CH:7][CH:6]=5)[CH:7]=2)=[CH:20][CH:19]=[CH:18][CH:17]=3)[CH:28]=[CH:29][CH:30]=1. (5) Given the reactants Cl[C:2]1[N:7]=[CH:6][C:5]([S:8]([N:11]2[CH2:20][CH2:19][C:18]3[C@:13]([CH2:31][O:32][CH3:33])([CH2:14][C:15]4[CH:23]=[N:22][N:21]([C:24]5[CH:29]=[CH:28][C:27]([F:30])=[CH:26][CH:25]=5)[C:16]=4[CH:17]=3)[CH2:12]2)(=[O:10])=[O:9])=[CH:4][CH:3]=1.[CH3:34][NH:35][CH3:36], predict the reaction product. The product is: [CH3:34][N:35]([CH3:36])[C:2]1[N:7]=[CH:6][C:5]([S:8]([N:11]2[CH2:20][CH2:19][C:18]3[C@:13]([CH2:31][O:32][CH3:33])([CH2:14][C:15]4[CH:23]=[N:22][N:21]([C:24]5[CH:29]=[CH:28][C:27]([F:30])=[CH:26][CH:25]=5)[C:16]=4[CH:17]=3)[CH2:12]2)(=[O:10])=[O:9])=[CH:4][CH:3]=1. (6) Given the reactants Cl[C:2]1[CH:7]=[N:6][C:5]([C:8]2[CH:13]=[CH:12][CH:11]=[CH:10][CH:9]=2)=[C:4]([C:14]2[CH:19]=[CH:18][CH:17]=[CH:16][CH:15]=2)[N:3]=1.[CH3:20][NH:21][CH:22]1[C:30]2[C:25](=[C:26]([O:31][CH2:32][O:33][CH3:34])[CH:27]=[CH:28][CH:29]=2)[CH2:24][CH2:23]1.CNCCCCO, predict the reaction product. The product is: [C:8]1([C:5]2[N:6]=[CH:7][C:2]([N:21]([CH:22]3[C:30]4[C:25](=[C:26]([O:31][CH2:32][O:33][CH3:34])[CH:27]=[CH:28][CH:29]=4)[CH2:24][CH2:23]3)[CH3:20])=[N:3][C:4]=2[C:14]2[CH:19]=[CH:18][CH:17]=[CH:16][CH:15]=2)[CH:13]=[CH:12][CH:11]=[CH:10][CH:9]=1. (7) Given the reactants [NH2:1][C:2]1[CH:3]=[C:4]([C:12]([O:14][CH3:15])=[O:13])[CH:5]=[C:6]([CH:11]=1)[C:7]([O:9][CH3:10])=[O:8].[CH:16]([CH:18]=O)=O.[NH4+:20].[Cl-].[CH2:22]=O.OP(O)(O)=O, predict the reaction product. The product is: [N:1]1([C:2]2[CH:11]=[C:6]([C:7]([O:9][CH3:10])=[O:8])[CH:5]=[C:4]([CH:3]=2)[C:12]([O:14][CH3:15])=[O:13])[CH:18]=[CH:16][N:20]=[CH:22]1.